Task: Predict which catalyst facilitates the given reaction.. Dataset: Catalyst prediction with 721,799 reactions and 888 catalyst types from USPTO The catalyst class is: 53. Product: [Br:13][CH2:12][C:3]1[CH:4]=[C:5]([CH3:11])[C:6]([N+:8]([O-:10])=[O:9])=[CH:7][C:2]=1[F:1]. Reactant: [F:1][C:2]1[CH:7]=[C:6]([N+:8]([O-:10])=[O:9])[C:5]([CH3:11])=[CH:4][C:3]=1[CH3:12].[Br:13]N1C(=O)CCC1=O.N(C(C)(C)C#N)=NC(C)(C)C#N.